Dataset: B-cell epitopes from IEDB database with 3,159 antigens for binding position prediction. Task: Token-level Classification. Given an antigen amino acid sequence, predict which amino acid positions are active epitope sites capable of antibody binding. Output is a list of indices for active positions. Given the antigen sequence: YEHSTVMPNVVGFPYKAHIERPGYSPLTLQMQVVETSLEPTLNLEYITCEYKTVVPSPYVKCCGASECSTKEKPDYQCKVYTGVYPFMWGGAYCFCDSENTQLSEAYVDRSDVCRHDHASAYKAHTASLKAKVRVMYGNVNQTVDVYVNGDHAVTIGGTQFIFGPLSSAWTPFDNKIVVYKDEVFNQDFPPYGSGQPGRFGDIQSRTVESNDLYANTALKLARPSPGMVHVPYTQTPSGFKYWLKEKGTALNTKAPFGCQIKTNPVRAMNCAVGNIPVSMNLPDSAFTRIVEAPTIIDLTCTVATCTHSSDFGGVLTLTYKTNKNGDCSVHSHSNVATLQEATAKVKTAGKVTLHFSTASASPSFVVSLCSARATCSASCEPPKDHIVPYAASHSNVVFPDMSGTALSWVQKISGGLGAFAIGAILVLVVVTCIGLRR, which amino acid positions are active epitope sites? The epitope positions are: [84, 85, 86, 87, 88, 89, 90, 91, 92, 93, 94]. The amino acids at these positions are: YPFMWGGAYCF.